Dataset: Catalyst prediction with 721,799 reactions and 888 catalyst types from USPTO. Task: Predict which catalyst facilitates the given reaction. (1) Reactant: [C:1]([C:3]1[CH:8]=[CH:7][C:6]([NH:9][C:10]2[C:11]3[C:18]([CH3:19])=[C:17]([C:20](O)=[O:21])[S:16][C:12]=3[N:13]=[CH:14][N:15]=2)=[C:5]([O:23][CH:24]([CH2:27][F:28])[CH2:25][F:26])[CH:4]=1)#[N:2].CN(C(ON1N=N[C:39]2[CH:40]=[CH:41][CH:42]=[N:43][C:38]1=2)=[N+](C)C)C.F[P-](F)(F)(F)(F)F.C[N:54](C)[CH2:55][CH2:56]CN. Product: [N:43]1([CH2:38][CH2:56][CH2:55][NH:54][C:20]([C:17]2[S:16][C:12]3[N:13]=[CH:14][N:15]=[C:10]([NH:9][C:6]4[CH:7]=[CH:8][C:3]([C:1]#[N:2])=[CH:4][C:5]=4[O:23][CH:24]([CH2:27][F:28])[CH2:25][F:26])[C:11]=3[C:18]=2[CH3:19])=[O:21])[CH2:39][CH2:40][CH2:41][CH2:42]1. The catalyst class is: 18. (2) Reactant: [N+:1]([C:4]1[CH:9]=[CH:8][CH:7]=[CH:6][C:5]=1[NH:10][C@@H:11]([CH2:15][C:16]1[S:17][CH:18]=[CH:19][CH:20]=1)[C:12]([OH:14])=[O:13])([O-:3])=[O:2].[C:21](=O)([O-])[O-].[K+].[K+].CI. Product: [N+:1]([C:4]1[CH:9]=[CH:8][CH:7]=[CH:6][C:5]=1[NH:10][C@@H:11]([CH2:15][C:16]1[S:17][CH:18]=[CH:19][CH:20]=1)[C:12]([O:14][CH3:21])=[O:13])([O-:3])=[O:2]. The catalyst class is: 3. (3) Reactant: [NH2:1][C:2]1[CH:3]=[C:4]([C:8]#[C:9][C:10]2[C:11]([N:25]3[CH2:30][CH2:29][O:28][CH2:27][CH2:26]3)=[CH:12][C:13]([CH3:24])=[C:14]([NH:16][C:17](=[O:23])[O:18][C:19]([CH3:22])([CH3:21])[CH3:20])[CH:15]=2)[CH:5]=[CH:6][CH:7]=1.[H][H]. Product: [NH2:1][C:2]1[CH:3]=[C:4]([CH2:8][CH2:9][C:10]2[C:11]([N:25]3[CH2:26][CH2:27][O:28][CH2:29][CH2:30]3)=[CH:12][C:13]([CH3:24])=[C:14]([NH:16][C:17](=[O:23])[O:18][C:19]([CH3:20])([CH3:21])[CH3:22])[CH:15]=2)[CH:5]=[CH:6][CH:7]=1. The catalyst class is: 19. (4) Reactant: [O:1]1[CH2:6][CH2:5][CH2:4][CH2:3][CH:2]1[O:7][C:8]1[CH:13]=[CH:12][C:11]([OH:14])=[CH:10][CH:9]=1.O[CH:16]([C:20]1[CH:27]=[CH:26][C:23]([C:24]#[N:25])=[CH:22][CH:21]=1)[CH2:17][CH:18]=[CH2:19].C1CCN(C(N=NC(N2CCCCC2)=O)=O)CC1. Product: [O:1]1[CH2:6][CH2:5][CH2:4][CH2:3][CH:2]1[O:7][C:8]1[CH:13]=[CH:12][C:11]([O:14][CH:16]([C:20]2[CH:21]=[CH:22][C:23]([C:24]#[N:25])=[CH:26][CH:27]=2)[CH2:17][CH:18]=[CH2:19])=[CH:10][CH:9]=1. The catalyst class is: 11. (5) Reactant: [N+:1]([C:4]1[C:5]([NH:10][C@@H:11]([CH3:14])[CH2:12][OH:13])=[N:6][CH:7]=[CH:8][CH:9]=1)([O-:3])=[O:2].[Br:15]N1C(=O)CCC1=O. Product: [Br:15][C:8]1[CH:9]=[C:4]([N+:1]([O-:3])=[O:2])[C:5]([NH:10][C@@H:11]([CH3:14])[CH2:12][OH:13])=[N:6][CH:7]=1. The catalyst class is: 10. (6) Reactant: [Br:1][C:2]1[CH:11]=[C:10]2[C:5]([N:6]=[C:7]([NH:17][CH2:18][C:19]3[CH:24]=[CH:23][C:22]([O:25][CH3:26])=[CH:21][CH:20]=3)[C:8]([CH2:12][CH2:13][C:14]([OH:16])=O)=[N:9]2)=[CH:4][CH:3]=1.C(N(C(C)C)C(C)C)C.[CH:36]1([CH2:42][NH2:43])[CH2:41][CH2:40][CH2:39][CH2:38][CH2:37]1.CN(C(ON1N=NC2C=CC=NC1=2)=[N+](C)C)C.F[P-](F)(F)(F)(F)F. Product: [Br:1][C:2]1[CH:11]=[C:10]2[C:5]([N:6]=[C:7]([NH:17][CH2:18][C:19]3[CH:24]=[CH:23][C:22]([O:25][CH3:26])=[CH:21][CH:20]=3)[C:8]([CH2:12][CH2:13][C:14]([NH:43][CH2:42][CH:36]3[CH2:41][CH2:40][CH2:39][CH2:38][CH2:37]3)=[O:16])=[N:9]2)=[CH:4][CH:3]=1. The catalyst class is: 2. (7) Reactant: [C:1]([O:7][CH2:8][CH3:9])(=[O:6])[CH2:2][C:3]([CH3:5])=[O:4].[H-].[Na+].[Cl:12][C:13]1[CH:14]=[C:15]([CH:18]=[CH:19][C:20]=1[Cl:21])[CH2:16]Br.C(OCC)(=O)C. Product: [C:3]([CH:2]([CH2:16][C:15]1[CH:18]=[CH:19][C:20]([Cl:21])=[C:13]([Cl:12])[CH:14]=1)[C:1]([O:7][CH2:8][CH3:9])=[O:6])(=[O:4])[CH3:5]. The catalyst class is: 30.